Dataset: Forward reaction prediction with 1.9M reactions from USPTO patents (1976-2016). Task: Predict the product of the given reaction. (1) Given the reactants Br[C:2]1[C:3]([NH:14][C:15](=[O:20])[C:16]([F:19])([F:18])[F:17])=[CH:4][C:5]2[N:9]([CH3:10])[C:8](=[O:11])[N:7]([CH3:12])[C:6]=2[CH:13]=1.C([O-])([O-])=O.[Cs+].[Cs+].CN(C)CC(O)=O.[OH:34][C:35]1[CH:36]=[C:37]([CH:46]=[CH:47][CH:48]=1)[O:38][CH2:39][CH2:40][CH2:41][C:42]([O:44][CH3:45])=[O:43], predict the reaction product. The product is: [CH3:10][N:9]1[C:5]2[CH:4]=[C:3]([NH:14][C:15](=[O:20])[C:16]([F:19])([F:18])[F:17])[C:2]([O:34][C:35]3[CH:36]=[C:37]([CH:46]=[CH:47][CH:48]=3)[O:38][CH2:39][CH2:40][CH2:41][C:42]([O:44][CH3:45])=[O:43])=[CH:13][C:6]=2[N:7]([CH3:12])[C:8]1=[O:11]. (2) Given the reactants S(=O)(=O)(O)O.[OH:6][CH2:7][CH2:8][N:9]1[CH2:14][CH2:13][N:12]([C:15]2[CH:16]=[C:17]([CH:20]=[CH:21][CH:22]=2)[C:18]#N)[CH2:11][CH2:10]1.C([O-])([O-])=[O:24].[Na+].[Na+].[OH-].[Na+].[CH2:31]([OH:33])[CH3:32], predict the reaction product. The product is: [CH2:31]([O:33][C:18](=[O:24])[C:17]1[CH:20]=[CH:21][CH:22]=[C:15]([N:12]2[CH2:13][CH2:14][N:9]([CH2:8][CH2:7][OH:6])[CH2:10][CH2:11]2)[CH:16]=1)[CH3:32]. (3) Given the reactants C(=O)C(C)C.[NH:6]1[CH2:11][CH2:10][CH:9]([O:12][C:13]2[CH:18]=[CH:17][C:16]([NH:19][C:20]([N:22]3[CH2:30][C:29]4[CH:28]=[CH:27][N:26]=[CH:25][C:24]=4[CH2:23]3)=[O:21])=[CH:15][CH:14]=2)[CH2:8][CH2:7]1.N1C[CH:35]=[C:34]([C:37]2C=CC(NC(N3CC4C(=CC=CC=4)C3)=O)=CC=2)[CH2:33][CH2:32]1, predict the reaction product. The product is: [CH3:35][CH:34]([CH2:33][CH3:32])[CH2:37][N:6]1[CH2:11][CH2:10][CH:9]([O:12][C:13]2[CH:18]=[CH:17][C:16]([NH:19][C:20]([N:22]3[CH2:30][C:29]4[CH:28]=[CH:27][N:26]=[CH:25][C:24]=4[CH2:23]3)=[O:21])=[CH:15][CH:14]=2)[CH2:8][CH2:7]1. (4) Given the reactants Cl[C:2]1[CH:16]=[CH:15][C:5]2[N:6]=[C:7]([N:9]3[CH2:13][CH2:12][C@H:11]([OH:14])[CH2:10]3)[S:8][C:4]=2[CH:3]=1.[C:17]([C:19]1[CH:24]=[CH:23][C:22](B(O)O)=[CH:21][CH:20]=1)#[N:18].C1(P(C2CCCCC2)C2C=CC=CC=2C2C(OC)=CC=CC=2OC)CCCCC1.P([O-])([O-])([O-])=O.[K+].[K+].[K+], predict the reaction product. The product is: [OH:14][C@H:11]1[CH2:12][CH2:13][N:9]([C:7]2[S:8][C:4]3[CH:3]=[C:2]([C:22]4[CH:23]=[CH:24][C:19]([C:17]#[N:18])=[CH:20][CH:21]=4)[CH:16]=[CH:15][C:5]=3[N:6]=2)[CH2:10]1.